From a dataset of Reaction yield outcomes from USPTO patents with 853,638 reactions. Predict the reaction yield, written as a fraction of the theoretical maximum amount of product (1.0 means a 100% yield; for example, 0.34 means a 34% yield). (1) The reactants are [NH2:1][CH:2]([C:4]([OH:6])=[O:5])[CH3:3].C(O[CH2:10][CH2:11][CH2:12][CH3:13])=O.[CH2:14]([OH:18])CCC.N[C@H](C(O)=O)C. No catalyst specified. The product is [CH2:10]([O:5][C:4](=[O:6])[CH:2]([CH3:3])[NH:1][CH:14]=[O:18])[CH2:11][CH2:12][CH3:13]. The yield is 0.888. (2) The reactants are [CH3:1][N:2]1[C:14]2[C:13]3[N:12]=[C:11](OS(C(F)(F)F)(=O)=O)[N:10]=[CH:9][C:8]=3[CH2:7][CH2:6][C:5]=2[C:4]([C:23]([O:25][CH2:26][CH3:27])=[O:24])=[N:3]1.[NH2:28][CH:29]1[CH2:33][CH2:32][N:31]([C:34]([O:36][C:37]([CH3:40])([CH3:39])[CH3:38])=[O:35])[CH2:30]1.C(OCC)C. The product is [C:37]([O:36][C:34]([N:31]1[CH2:32][CH2:33][CH:29]([NH:28][C:11]2[N:10]=[CH:9][C:8]3[CH2:7][CH2:6][C:5]4[C:4]([C:23]([O:25][CH2:26][CH3:27])=[O:24])=[N:3][N:2]([CH3:1])[C:14]=4[C:13]=3[N:12]=2)[CH2:30]1)=[O:35])([CH3:40])([CH3:38])[CH3:39]. The yield is 0.880. The catalyst is O1CCOCC1. (3) The product is [NH2:33][C:30]1[CH:29]=[CH:28][C:27]([CH2:26][CH2:25][N:22]2[C:15]3[N:16]=[C:17]([NH:20][CH3:21])[N:18]=[CH:19][C:14]=3[CH:13]=[C:12]([C:3]3[CH:4]=[C:5]([O:10][CH3:11])[CH:6]=[C:7]([O:8][CH3:9])[C:2]=3[Cl:1])[C:23]2=[O:24])=[N:32][CH:31]=1. The reactants are [Cl:1][C:2]1[C:7]([O:8][CH3:9])=[CH:6][C:5]([O:10][CH3:11])=[CH:4][C:3]=1[C:12]1[C:23](=[O:24])[N:22]([CH2:25][CH2:26][C:27]2[N:32]=[CH:31][C:30]([NH:33]C(=O)OC(C)(C)C)=[CH:29][CH:28]=2)[C:15]2[N:16]=[C:17]([NH:20][CH3:21])[N:18]=[CH:19][C:14]=2[CH:13]=1.C(O)(C(F)(F)F)=O. The catalyst is C(Cl)Cl. The yield is 0.820.